From a dataset of Forward reaction prediction with 1.9M reactions from USPTO patents (1976-2016). Predict the product of the given reaction. (1) The product is: [S:11]1[C:12]2[CH:17]=[CH:16][CH:15]=[CH:14][C:13]=2[C:8]([C:21]2[CH:22]=[CH:23][C:18]([C:24]([O:28][CH3:27])=[O:35])=[CH:19][CH:20]=2)=[CH:9][CH2:10]1. Given the reactants FC(S([C:8]1[C:13]2[CH:14]=[CH:15][CH:16]=[CH:17][C:12]=2[S:11][CH2:10][CH:9]=1)(=O)=O)(F)F.[C:18]1([CH3:24])[CH:23]=[CH:22][CH:21]=[CH:20][CH:19]=1.[Cl-].[Li+].[C:27](=O)([O-])[O-:28].[K+].[K+].C([OH:35])C, predict the reaction product. (2) Given the reactants [OH-].[Na+].[F:3][C:4]1[CH:9]=[CH:8][C:7]([SH:10])=[CH:6][CH:5]=1.[CH2:11](Br)[CH3:12], predict the reaction product. The product is: [CH2:11]([S:10][C:7]1[CH:8]=[CH:9][C:4]([F:3])=[CH:5][CH:6]=1)[CH3:12]. (3) Given the reactants [Na+].I[C:14]1[CH:19]=[CH:18][C:17]([N:20]2N([C:14]3[CH:19]=[CH:18][C:17]([N+:20]([O-])=O)=[CH:16][C:15]=3[N+]([O-])=O)N=C(C3C=CC(S(O)(=O)=O)=CC=3S(O)(=O)=O)[NH2+]2)=[CH:16][CH:15]=1.C1C(N2[N+](C3C=CC([N+]([O-])=O)=CC=3[N+]([O-])=O)=NC([C:65]3C=C[C:66]([S:69]([O-:72])(=[O:71])=[O:70])=[CH:65][C:66]=3[S:69]([O-:72])(=[O:71])=[O:70])=N2)=CC=C(I)C=1.[Na+], predict the reaction product. The product is: [CH2:14]1[CH2:15][CH2:16][CH:17]([NH:20][CH2:65][CH2:66][S:69]([OH:72])(=[O:71])=[O:70])[CH2:18][CH2:19]1. (4) Given the reactants [F:1][C:2]1[CH:3]=[C:4]([CH:7]=[C:8]([F:11])[C:9]=1F)[CH:5]=[O:6].[F:12][C:13]1[CH:14]=[C:15]([OH:23])[CH:16]=[CH:17][C:18]=1[C:19]([F:22])([F:21])[F:20], predict the reaction product. The product is: [F:11][C:8]1[CH:7]=[C:4]([CH:3]=[C:2]([F:1])[C:9]=1[O:23][C:15]1[CH:16]=[CH:17][C:18]([C:19]([F:20])([F:21])[F:22])=[C:13]([F:12])[CH:14]=1)[CH:5]=[O:6]. (5) Given the reactants [C:1]([O:5][C:6]([N:8]1[CH2:13][CH2:12][N:11]([C:14]([C:16]2[C:24]3[C:19](=[C:20](Cl)[N:21]=[CH:22][CH:23]=3)[N:18]([C:26]3[CH:31]=[CH:30][CH:29]=[CH:28][CH:27]=3)[C:17]=2[O:32][C:33]2[CH:38]=[C:37]([F:39])[CH:36]=[CH:35][C:34]=2[CH3:40])=[O:15])[CH2:10][CH2:9]1)=[O:7])([CH3:4])([CH3:3])[CH3:2].CN1C(=O)C[CH2:44][CH2:43]1.C([Mg]Cl)C, predict the reaction product. The product is: [C:1]([O:5][C:6]([N:8]1[CH2:13][CH2:12][N:11]([C:14]([C:16]2[C:24]3[C:19](=[C:20]([CH2:43][CH3:44])[N:21]=[CH:22][CH:23]=3)[N:18]([C:26]3[CH:31]=[CH:30][CH:29]=[CH:28][CH:27]=3)[C:17]=2[O:32][C:33]2[CH:38]=[C:37]([F:39])[CH:36]=[CH:35][C:34]=2[CH3:40])=[O:15])[CH2:10][CH2:9]1)=[O:7])([CH3:4])([CH3:3])[CH3:2].